From a dataset of Forward reaction prediction with 1.9M reactions from USPTO patents (1976-2016). Predict the product of the given reaction. (1) Given the reactants [N+:1]([C:4]1[CH:5]=[CH:6][C:7]([O:10][C:11]2[CH:12]=[C:13]3[C:17](=[CH:18][CH:19]=2)[NH:16][CH:15]=[CH:14]3)=[N:8][CH:9]=1)([O-:3])=[O:2].Cl.[OH-].[Na+].O, predict the reaction product. The product is: [N+:1]([C:4]1[CH:5]=[CH:6][C:7]([O:10][C:11]2[CH:12]=[C:13]3[C:17](=[CH:18][CH:19]=2)[NH:16][CH2:15][CH2:14]3)=[N:8][CH:9]=1)([O-:3])=[O:2]. (2) The product is: [Cl:1][C:2]1[N:7]=[C:6]([C:8]2[CH:9]=[CH:10][C:11]([N:14]([CH2:26][C:27]#[N:28])[S:15]([CH3:18])(=[O:16])=[O:17])=[CH:12][CH:13]=2)[CH:5]=[CH:4][N:3]=1. Given the reactants [Cl:1][C:2]1[N:7]=[C:6]([C:8]2[CH:13]=[CH:12][C:11]([NH:14][S:15]([CH3:18])(=[O:17])=[O:16])=[CH:10][CH:9]=2)[CH:5]=[CH:4][N:3]=1.C(=O)([O-])[O-].[K+].[K+].Br[CH2:26][C:27]#[N:28], predict the reaction product.